Dataset: Catalyst prediction with 721,799 reactions and 888 catalyst types from USPTO. Task: Predict which catalyst facilitates the given reaction. (1) Reactant: [F:1][C:2]1[C:3]([CH3:38])=[C:4]([CH:35]=[CH:36][CH:37]=1)[O:5][C:6]1[C:7]([C:23]([NH:25]CC2C=CC(OC)=CC=2)=[O:24])=[C:8]([NH:14][C:15]2[CH:20]=[CH:19][C:18]([I:21])=[CH:17][C:16]=2[F:22])[N:9]([CH3:13])[C:10](=[O:12])[CH:11]=1.[Cl-].[Al+3].[Cl-].[Cl-].O.Cl. Product: [F:1][C:2]1[C:3]([CH3:38])=[C:4]([CH:35]=[CH:36][CH:37]=1)[O:5][C:6]1[C:7]([C:23]([NH2:25])=[O:24])=[C:8]([NH:14][C:15]2[CH:20]=[CH:19][C:18]([I:21])=[CH:17][C:16]=2[F:22])[N:9]([CH3:13])[C:10](=[O:12])[CH:11]=1. The catalyst class is: 520. (2) Reactant: Cl.[CH3:2][N:3]([C:22]1[CH:27]=[CH:26][CH:25]=[CH:24][CH:23]=1)[C:4]1[N:9]=[C:8]([NH2:10])[N:7]=[C:6]([C:11]2[N:15]=[C:14]([CH:16]3[CH2:21][CH2:20][NH:19][CH2:18][CH2:17]3)[O:13][N:12]=2)[N:5]=1.[H-].[Na+].[CH2:30](Br)[C:31]1[CH:36]=[CH:35][CH:34]=[CH:33][CH:32]=1. Product: [CH2:30]([N:19]1[CH2:18][CH2:17][CH:16]([C:14]2[O:13][N:12]=[C:11]([C:6]3[N:5]=[C:4]([N:3]([CH3:2])[C:22]4[CH:27]=[CH:26][CH:25]=[CH:24][CH:23]=4)[N:9]=[C:8]([NH2:10])[N:7]=3)[N:15]=2)[CH2:21][CH2:20]1)[C:31]1[CH:36]=[CH:35][CH:34]=[CH:33][CH:32]=1. The catalyst class is: 85.